Task: Predict the reactants needed to synthesize the given product.. Dataset: Full USPTO retrosynthesis dataset with 1.9M reactions from patents (1976-2016) (1) Given the product [CH2:16]([O:15][C:13]1[N:12]=[C:11]([Cl:23])[C:10]([CH2:24][CH3:25])=[C:9]([O:8][CH2:1][C:2]2[CH:7]=[CH:6][CH:5]=[CH:4][CH:3]=2)[C:14]=1[C:32]([O:34][CH2:35][C:36]1[CH:41]=[CH:40][CH:39]=[CH:38][CH:37]=1)=[O:33])[C:17]1[CH:22]=[CH:21][CH:20]=[CH:19][CH:18]=1, predict the reactants needed to synthesize it. The reactants are: [CH2:1]([O:8][C:9]1[CH:14]=[C:13]([O:15][CH2:16][C:17]2[CH:22]=[CH:21][CH:20]=[CH:19][CH:18]=2)[N:12]=[C:11]([Cl:23])[C:10]=1[CH2:24][CH3:25])[C:2]1[CH:7]=[CH:6][CH:5]=[CH:4][CH:3]=1.[Li]CCCC.Cl[C:32]([O:34][CH2:35][C:36]1[CH:41]=[CH:40][CH:39]=[CH:38][CH:37]=1)=[O:33]. (2) Given the product [F:9][C:10]1[C:17]([OH:18])=[CH:16][CH:15]=[CH:14][C:11]=1[CH2:12][NH:13][C:22](=[O:23])[C:21]1[CH:25]=[CH:26][CH:27]=[N:28][C:20]=1[NH2:19], predict the reactants needed to synthesize it. The reactants are: C(N(CC)CC)C.Br.[F:9][C:10]1[C:17]([OH:18])=[CH:16][CH:15]=[CH:14][C:11]=1[CH2:12][NH2:13].[NH2:19][C:20]1[N:28]=[CH:27][CH:26]=[CH:25][C:21]=1[C:22](O)=[O:23].CN([P+](ON1N=NC2C=CC=CC1=2)(N(C)C)N(C)C)C.F[P-](F)(F)(F)(F)F. (3) The reactants are: COC(/C=C/[C:7]1[CH:12]=[C:11](O)[C:10]2[O:14][CH:15](C3C=CC(O)=C(O)C=3)[CH:16](C(OC)=O)[C:9]=2[CH:8]=1)=O.C(C1C(=O)C(Cl)=C(Cl)C(=O)C=1C#N)#N. Given the product [O:14]1[C:10]2[CH:11]=[CH:12][CH:7]=[CH:8][C:9]=2[CH:16]=[CH:15]1, predict the reactants needed to synthesize it. (4) The reactants are: [C:1]([O:5][C:6]([NH:8][C@H:9]([C:11]([OH:13])=O)[CH3:10])=[O:7])([CH3:4])([CH3:3])[CH3:2].Cl.CN(C)CCCN=C=NCC.O.ON1C2C=CC=CC=2N=N1.C(N(CC)C(C)C)(C)C.FC(F)(F)C(O)=O.[NH2:53][C@H:54]([C:56]([O:58][CH2:59][CH2:60][O:61][C:62]1[CH:67]=[CH:66][C:65]([C:68]2[C:73]([C:74]#[N:75])=[C:72]([N:76]3[CH2:80][CH2:79][CH2:78][CH2:77]3)[N:71]=[C:70]([S:81][CH2:82][C:83]3[N:84]=[C:85]([C:88]4[CH:93]=[CH:92][C:91]([Cl:94])=[CH:90][CH:89]=4)[S:86][CH:87]=3)[C:69]=2[C:95]#[N:96])=[CH:64][CH:63]=1)=[O:57])[CH3:55]. Given the product [C:1]([O:5][C:6]([NH:8][C@H:9]([C:11]([NH:53][C@H:54]([C:56]([O:58][CH2:59][CH2:60][O:61][C:62]1[CH:67]=[CH:66][C:65]([C:68]2[C:73]([C:74]#[N:75])=[C:72]([N:76]3[CH2:77][CH2:78][CH2:79][CH2:80]3)[N:71]=[C:70]([S:81][CH2:82][C:83]3[N:84]=[C:85]([C:88]4[CH:89]=[CH:90][C:91]([Cl:94])=[CH:92][CH:93]=4)[S:86][CH:87]=3)[C:69]=2[C:95]#[N:96])=[CH:64][CH:63]=1)=[O:57])[CH3:55])=[O:13])[CH3:10])=[O:7])([CH3:2])([CH3:3])[CH3:4], predict the reactants needed to synthesize it.